Dataset: Peptide-MHC class I binding affinity with 185,985 pairs from IEDB/IMGT. Task: Regression. Given a peptide amino acid sequence and an MHC pseudo amino acid sequence, predict their binding affinity value. This is MHC class I binding data. The peptide sequence is FPSQQPYL. The MHC is HLA-B53:01 with pseudo-sequence HLA-B53:01. The binding affinity (normalized) is 0.466.